From a dataset of Reaction yield outcomes from USPTO patents with 853,638 reactions. Predict the reaction yield, written as a fraction of the theoretical maximum amount of product (1.0 means a 100% yield; for example, 0.34 means a 34% yield). (1) The reactants are [C:1]1([N:7]2[CH2:11][CH2:10][CH2:9][CH2:8]2)[CH:6]=[CH:5][CH:4]=[CH:3][CH:2]=1.[S:12]([Cl:16])(=O)(=[O:14])[OH:13]. No catalyst specified. The product is [N:7]1([C:1]2[CH:6]=[C:5]([S:12]([Cl:16])(=[O:14])=[O:13])[CH:4]=[CH:3][CH:2]=2)[CH2:11][CH2:10][CH2:9][CH2:8]1. The yield is 0.0700. (2) The reactants are C[O:2][C:3]1[CH:4]=[C:5]([C:9]2[N:14]=[C:13]3[N:15]([CH2:18][C:19]4[CH:20]=[C:21]5[C:26](=[CH:27][CH:28]=4)[N:25]=[CH:24][CH:23]=[CH:22]5)[N:16]=[N:17][C:12]3=[CH:11][CH:10]=2)[CH:6]=[CH:7][CH:8]=1. The catalyst is ClCCl.B(Br)(Br)Br. The product is [N:25]1[C:26]2[C:21](=[CH:20][C:19]([CH2:18][N:15]3[C:13]4=[N:14][C:9]([C:5]5[CH:4]=[C:3]([OH:2])[CH:8]=[CH:7][CH:6]=5)=[CH:10][CH:11]=[C:12]4[N:17]=[N:16]3)=[CH:28][CH:27]=2)[CH:22]=[CH:23][CH:24]=1. The yield is 0.280. (3) The reactants are [CH:1]([NH:4][C:5]1[O:6][C:7]([C:10]2[CH:11]=[C:12]3[C:16](=[CH:17][CH:18]=2)[N:15]([S:19]([C:22]2[CH:28]=[CH:27][C:25]([CH3:26])=[CH:24][CH:23]=2)(=[O:21])=[O:20])[CH:14]=[C:13]3B2OC(C)(C)C(C)(C)O2)=[N:8][N:9]=1)([CH3:3])[CH3:2].Cl[C:39]1[N:44]=[C:43]([C:45]([O:47][CH3:48])=[O:46])[CH:42]=[C:41]([CH:49]2[CH2:51][CH2:50]2)[N:40]=1.P([O-])([O-])([O-])=O.[K+].[K+].[K+].C1(P(C2CCCCC2)C2C=CC=CC=2C2C(C(C)C)=CC(C(C)C)=CC=2C(C)C)CCCCC1. The yield is 0.130. The product is [CH:49]1([C:41]2[N:40]=[C:39]([C:13]3[C:12]4[C:16](=[CH:17][CH:18]=[C:10]([C:7]5[O:6][C:5]([NH:4][CH:1]([CH3:2])[CH3:3])=[N:9][N:8]=5)[CH:11]=4)[N:15]([S:19]([C:22]4[CH:28]=[CH:27][C:25]([CH3:26])=[CH:24][CH:23]=4)(=[O:20])=[O:21])[CH:14]=3)[N:44]=[C:43]([C:45]([O:47][CH3:48])=[O:46])[CH:42]=2)[CH2:50][CH2:51]1. The catalyst is C1C=CC(/C=C/C(/C=C/C2C=CC=CC=2)=O)=CC=1.C1C=CC(/C=C/C(/C=C/C2C=CC=CC=2)=O)=CC=1.C1C=CC(/C=C/C(/C=C/C2C=CC=CC=2)=O)=CC=1.[Pd].[Pd].